Predict the product of the given reaction. From a dataset of Forward reaction prediction with 1.9M reactions from USPTO patents (1976-2016). Given the reactants [NH2:1][C:2]1[C:3]([OH:14])=[N:4][CH:5]=[C:6]([S:8]([C:10]([F:13])([F:12])[F:11])=[O:9])[CH:7]=1.[CH2:15]([S:17][C:18]1[C:19]([C:24](O)=[O:25])=[N:20][CH:21]=[CH:22][CH:23]=1)[CH3:16].CCN=C=NCCCN(C)C.Cl.N1C=CC=CC=1, predict the reaction product. The product is: [CH2:15]([S:17][C:18]1[C:19]([C:24]([NH:1][C:2]2[C:3]([OH:14])=[N:4][CH:5]=[C:6]([S:8]([C:10]([F:13])([F:12])[F:11])=[O:9])[CH:7]=2)=[O:25])=[N:20][CH:21]=[CH:22][CH:23]=1)[CH3:16].